The task is: Predict the product of the given reaction.. This data is from Forward reaction prediction with 1.9M reactions from USPTO patents (1976-2016). (1) Given the reactants [CH2:1]([C:8]1[S:9][CH:10]=[C:11]([C:13]2[CH:18]=[CH:17][CH:16]=[C:15]([O:19]C)[CH:14]=2)[N:12]=1)[C:2]1[CH:7]=[CH:6][CH:5]=[CH:4][CH:3]=1.B(Br)(Br)Br, predict the reaction product. The product is: [CH2:1]([C:8]1[S:9][CH:10]=[C:11]([C:13]2[CH:14]=[C:15]([OH:19])[CH:16]=[CH:17][CH:18]=2)[N:12]=1)[C:2]1[CH:3]=[CH:4][CH:5]=[CH:6][CH:7]=1. (2) Given the reactants [Cl:1][C:2]1[CH:3]=[C:4]([CH:17]=[CH:18][C:19]=1[O:20][CH2:21][C:22]1[CH:27]=[CH:26][CH:25]=[CH:24][N:23]=1)[NH:5][C:6]1[C:15]2[C:10](=[CH:11][CH:12]=[CH:13][C:14]=2F)[N:9]=[CH:8][N:7]=1.[H-].[Na+].[O:30]1[CH2:35][CH2:34]OCC1, predict the reaction product. The product is: [Cl:1][C:2]1[CH:3]=[C:4]([CH:17]=[CH:18][C:19]=1[O:20][CH2:21][C:22]1[CH:27]=[CH:26][CH:25]=[CH:24][N:23]=1)[NH:5][C:6]1[C:15]2[C:10](=[CH:11][CH:12]=[CH:13][C:14]=2[O:30][CH2:35][CH2:34][N:23]2[CH2:24][CH2:25][CH2:26][CH2:27][CH2:22]2)[N:9]=[CH:8][N:7]=1. (3) Given the reactants Cl[C:2]1[N:7]=[C:6]([O:8][CH3:9])[C:5]([N+:10]([O-:12])=[O:11])=[CH:4][CH:3]=1.[CH3:13][S-:14].[Na+], predict the reaction product. The product is: [CH3:9][O:8][C:6]1[C:5]([N+:10]([O-:12])=[O:11])=[CH:4][CH:3]=[C:2]([S:14][CH3:13])[N:7]=1. (4) Given the reactants [F:1][C:2]1[CH:3]=[C:4]([CH:29]=[C:30]([N:32]2[CH2:37][CH2:36][O:35][CH2:34][CH2:33]2)[CH:31]=1)[C:5]([NH:7][C:8]1[C:17]2[C:12](=[CH:13][CH:14]=[CH:15][CH:16]=2)[C:11]([O:18][C:19]2[CH:24]=[CH:23][N:22]=[C:21](S(C)(=O)=O)[N:20]=2)=[CH:10][CH:9]=1)=[O:6].[N:38]#[C:39][NH2:40], predict the reaction product. The product is: [C:39]([NH:40][C:21]1[N:20]=[C:19]([O:18][C:11]2[C:12]3[C:17](=[CH:16][CH:15]=[CH:14][CH:13]=3)[C:8]([NH:7][C:5](=[O:6])[C:4]3[CH:29]=[C:30]([N:32]4[CH2:37][CH2:36][O:35][CH2:34][CH2:33]4)[CH:31]=[C:2]([F:1])[CH:3]=3)=[CH:9][CH:10]=2)[CH:24]=[CH:23][N:22]=1)#[N:38].